Predict which catalyst facilitates the given reaction. From a dataset of Catalyst prediction with 721,799 reactions and 888 catalyst types from USPTO. (1) The catalyst class is: 1. Reactant: [NH2:1][CH2:2][CH2:3][CH2:4][OH:5].[H-].[Na+].Br[C:9]1[CH:14]=[CH:13][CH:12]=[CH:11][N:10]=1. Product: [N:10]1[CH:11]=[CH:12][CH:13]=[CH:14][C:9]=1[O:5][CH2:4][CH2:3][CH2:2][NH2:1]. (2) Reactant: C(OC([N:8]1[CH2:13][CH2:12][N:11]([C:14]([C@@H:16]2[CH2:20][CH2:19][CH2:18][N:17]2[C:21](=[O:49])[CH2:22][NH:23][C:24](=[O:48])[C:25]2[CH:30]=[CH:29][C:28]([S:31](=[O:47])(=[O:46])[NH:32][C:33]3[CH:38]=[CH:37][CH:36]=[CH:35][C:34]=3[O:39][C:40]3[CH:45]=[CH:44][CH:43]=[CH:42][CH:41]=3)=[CH:27][CH:26]=2)=[O:15])[CH2:10][CH2:9]1)=O)(C)(C)C.C(OCC)C.[Cl:55]CCl. Product: [ClH:55].[O:49]=[C:21]([N:17]1[CH2:18][CH2:19][CH2:20][C@H:16]1[C:14]([N:11]1[CH2:12][CH2:13][NH:8][CH2:9][CH2:10]1)=[O:15])[CH2:22][NH:23][C:24](=[O:48])[C:25]1[CH:26]=[CH:27][C:28]([S:31](=[O:47])(=[O:46])[NH:32][C:33]2[CH:38]=[CH:37][CH:36]=[CH:35][C:34]=2[O:39][C:40]2[CH:41]=[CH:42][CH:43]=[CH:44][CH:45]=2)=[CH:29][CH:30]=1. The catalyst class is: 8. (3) Reactant: C(N(CC)CC)C.[F:8][C:9]1[CH:10]=[CH:11][CH:12]=[C:13]2[C:18]=1[N:17]=[C:16]([C:19]([F:22])([F:21])[F:20])[CH:15]=[C:14]2[NH2:23].Cl[C:25](Cl)([O:27][C:28](=[O:34])OC(Cl)(Cl)Cl)Cl.[CH3:36][O:37][C:38]1[CH:39]=[C:40]([C@@:46]23[CH2:54][CH2:53][C@@H:52]([NH2:55])[CH2:51][C@@H:50]2[N:49]([CH3:56])[CH2:48][CH2:47]3)[CH:41]=[CH:42][C:43]=1[O:44][CH3:45]. Product: [F:20][C:19]([F:22])([F:21])[C:28]([OH:27])=[O:34].[CH3:36][O:37][C:38]1[CH:39]=[C:40]([C@@:46]23[CH2:54][CH2:53][C@@H:52]([NH:55][C:25]([NH:23][C:14]4[C:13]5[C:18](=[C:9]([F:8])[CH:10]=[CH:11][CH:12]=5)[N:17]=[C:16]([C:19]([F:20])([F:21])[F:22])[CH:15]=4)=[O:27])[CH2:51][C@@H:50]2[N:49]([CH3:56])[CH2:48][CH2:47]3)[CH:41]=[CH:42][C:43]=1[O:44][CH3:45]. The catalyst class is: 2. (4) Reactant: [CH3:1][C:2]([CH3:13])([C:7](=O)[C:8](OC)=[O:9])[C:3]([O:5][CH3:6])=[O:4].[F:14][C:15]1[C:35]([F:36])=[CH:34][CH:33]=[CH:32][C:16]=1[CH2:17][N:18]1[C:22]2=[N:23][C:24]([CH3:27])=[CH:25][CH:26]=[C:21]2[C:20]([C:28](=[NH:31])[NH:29][NH2:30])=[N:19]1. Product: [F:14][C:15]1[C:35]([F:36])=[CH:34][CH:33]=[CH:32][C:16]=1[CH2:17][N:18]1[C:22]2=[N:23][C:24]([CH3:27])=[CH:25][CH:26]=[C:21]2[C:20]([C:28]2[N:29]=[N:30][C:7]([C:2]([CH3:13])([CH3:1])[C:3]([O:5][CH3:6])=[O:4])=[C:8]([OH:9])[N:31]=2)=[N:19]1. The catalyst class is: 8. (5) Reactant: [CH3:1][O:2][C:3]1[N:8]=[CH:7][C:6]([NH:9][C:10]2[N:15]=[CH:14][C:13]([CH2:16][CH2:17][OH:18])=[CH:12][C:11]=2[C:19]2[N:27]=[C:26]([CH3:28])[N:25]=[C:24]3[C:20]=2[N:21]=[CH:22][N:23]3C2CCCCO2)=[CH:5][CH:4]=1.C(O)(C(F)(F)F)=O. Product: [CH3:1][O:2][C:3]1[N:8]=[CH:7][C:6]([NH:9][C:10]2[N:15]=[CH:14][C:13]([CH2:16][CH2:17][OH:18])=[CH:12][C:11]=2[C:19]2[N:27]=[C:26]([CH3:28])[N:25]=[C:24]3[C:20]=2[N:21]=[CH:22][NH:23]3)=[CH:5][CH:4]=1. The catalyst class is: 5. (6) Reactant: [I:1][C:2]1[C:6]([CH3:7])=[CH:5][NH:4][N:3]=1.Br[CH2:9][CH2:10][O:11][CH:12]1[CH2:17][CH2:16][CH2:15][CH2:14][O:13]1.C(=O)([O-])[O-].[Cs+].[Cs+]. Product: [I:1][C:2]1[C:6]([CH3:7])=[CH:5][N:4]([CH2:9][CH2:10][O:11][CH:12]2[CH2:17][CH2:16][CH2:15][CH2:14][O:13]2)[N:3]=1. The catalyst class is: 10. (7) Reactant: [CH3:1][O:2][C:3](=[O:18])[C:4]1[CH:9]=[CH:8][CH:7]=[C:6]([C:10]2[N:11]=[C:12](CO)[S:13][C:14]=2[CH3:15])[CH:5]=1.[O:19]1[CH:24]=CCCC1.[OH2:25].[C:26]1(C)C=[CH:30][C:29](S(O)(=O)=O)=[CH:28][CH:27]=1. Product: [CH3:1][O:2][C:3](=[O:18])[C:4]1[CH:9]=[CH:8][CH:7]=[C:6]([C:10]2([CH2:24][O:19][CH:26]3[CH2:27][CH2:28][CH2:29][CH2:30][O:25]3)[CH:14]([CH3:15])[S:13][CH:12]=[N:11]2)[CH:5]=1. The catalyst class is: 25. (8) Reactant: [CH2:1]1[NH:6][CH2:5][CH2:4][N:3]2[C:7](=[O:10])[CH2:8][CH2:9][C@H:2]12.CS(O[CH:16]1[CH2:19][N:18]([CH:20]([C:27]2[CH:32]=[CH:31][CH:30]=[CH:29][CH:28]=2)[C:21]2[CH:26]=[CH:25][CH:24]=[CH:23][CH:22]=2)[CH2:17]1)(=O)=O.C(N(CC)CC)C. Product: [C:21]1([CH:20]([C:27]2[CH:32]=[CH:31][CH:30]=[CH:29][CH:28]=2)[N:18]2[CH2:19][CH:16]([N:6]3[CH2:5][CH2:4][N:3]4[C:7](=[O:10])[CH2:8][CH2:9][C@@H:2]4[CH2:1]3)[CH2:17]2)[CH:22]=[CH:23][CH:24]=[CH:25][CH:26]=1. The catalyst class is: 10. (9) Reactant: [Br:1][C:2]1[O:6][C:5]([CH:7]2[CH2:12][CH2:11][N:10]([C:13]([O:15][C:16]([CH3:19])([CH3:18])[CH3:17])=[O:14])[CH2:9][CH2:8]2)=[N:4][C:3]=1[C:20]1[CH:25]=[CH:24][C:23]([S:26][CH3:27])=[CH:22][CH:21]=1.ClC1C=C(C=CC=1)C(OO)=[O:33]. Product: [Br:1][C:2]1[O:6][C:5]([CH:7]2[CH2:8][CH2:9][N:10]([C:13]([O:15][C:16]([CH3:19])([CH3:18])[CH3:17])=[O:14])[CH2:11][CH2:12]2)=[N:4][C:3]=1[C:20]1[CH:21]=[CH:22][C:23]([S:26]([CH3:27])=[O:33])=[CH:24][CH:25]=1. The catalyst class is: 2. (10) Reactant: [F:1][C:2]1[CH:10]=[C:9]([F:11])[CH:8]=[CH:7][C:3]=1[C:4]([OH:6])=[O:5].[I:12]N1C(=O)CCC1=O.C(=O)([O-])[O-].[Na+].[Na+]. Product: [F:1][C:2]1[CH:10]=[C:9]([F:11])[C:8]([I:12])=[CH:7][C:3]=1[C:4]([OH:6])=[O:5]. The catalyst class is: 65.